This data is from Peptide-MHC class I binding affinity with 185,985 pairs from IEDB/IMGT. The task is: Regression. Given a peptide amino acid sequence and an MHC pseudo amino acid sequence, predict their binding affinity value. This is MHC class I binding data. (1) The binding affinity (normalized) is 0.444. The MHC is HLA-A26:02 with pseudo-sequence HLA-A26:02. The peptide sequence is SSNPVMSRF. (2) The peptide sequence is KSAQCFKMFY. The MHC is HLA-A23:01 with pseudo-sequence HLA-A23:01. The binding affinity (normalized) is 0.211. (3) The peptide sequence is YFNTHDVYF. The MHC is HLA-A02:01 with pseudo-sequence HLA-A02:01. The binding affinity (normalized) is 0.0847. (4) The peptide sequence is LTVAANEMGL. The MHC is HLA-A68:02 with pseudo-sequence HLA-A68:02. The binding affinity (normalized) is 0.511. (5) The peptide sequence is ELIDVLKTR. The binding affinity (normalized) is 0. The MHC is HLA-A11:01 with pseudo-sequence HLA-A11:01.